The task is: Predict the reaction yield, written as a fraction of the theoretical maximum amount of product (1.0 means a 100% yield; for example, 0.34 means a 34% yield).. This data is from Reaction yield outcomes from USPTO patents with 853,638 reactions. (1) The reactants are C(Cl)CCl.C1C=CC2N(O)N=NC=2C=1.[CH3:15][N:16]1[CH2:21][CH2:20][NH:19][CH2:18][CH2:17]1.CCN(CC)CC.[CH2:29]([O:31][C:32]([C:34]1[C:39]([O:40][CH2:41][CH3:42])=[C:38]([N:43]2[CH2:48][CH2:47][O:46][CH2:45][CH2:44]2)[N:37]=[C:36]([C:49]2[CH:54]=[CH:53][C:52]([NH:55][C:56]([NH:58][C:59]3[CH:64]=[CH:63][C:62]([C:65]([OH:67])=O)=[CH:61][CH:60]=3)=[O:57])=[CH:51][CH:50]=2)[N:35]=1)=[O:33])[CH3:30]. The catalyst is CN(C=O)C. The product is [CH2:29]([O:31][C:32]([C:34]1[C:39]([O:40][CH2:41][CH3:42])=[C:38]([N:43]2[CH2:48][CH2:47][O:46][CH2:45][CH2:44]2)[N:37]=[C:36]([C:49]2[CH:54]=[CH:53][C:52]([NH:55][C:56]([NH:58][C:59]3[CH:64]=[CH:63][C:62]([C:65]([N:19]4[CH2:20][CH2:21][N:16]([CH3:15])[CH2:17][CH2:18]4)=[O:67])=[CH:61][CH:60]=3)=[O:57])=[CH:51][CH:50]=2)[N:35]=1)=[O:33])[CH3:30]. The yield is 0.300. (2) The reactants are [CH3:1][O:2][C:3]1[C:12]([NH:13][C:14](=[O:18])OCC)=[N:11][C:10]2[C:5](=[CH:6][C:7]([CH3:20])=[C:8]([CH3:19])[CH:9]=2)[N:4]=1.[CH3:21][C:22]1[CH:23]=[C:24]([N:29]2[CH2:34][CH2:33][NH:32][CH2:31][CH2:30]2)[CH:25]=[C:26]([CH3:28])[CH:27]=1. No catalyst specified. The product is [CH3:1][O:2][C:3]1[C:12]([NH:13][C:14]([N:32]2[CH2:33][CH2:34][N:29]([C:24]3[CH:25]=[C:26]([CH3:28])[CH:27]=[C:22]([CH3:21])[CH:23]=3)[CH2:30][CH2:31]2)=[O:18])=[N:11][C:10]2[C:5](=[CH:6][C:7]([CH3:20])=[C:8]([CH3:19])[CH:9]=2)[N:4]=1. The yield is 0.580.